From a dataset of Catalyst prediction with 721,799 reactions and 888 catalyst types from USPTO. Predict which catalyst facilitates the given reaction. (1) Reactant: [CH2:1]([O:8][C:9]([NH:11][C:12]1[C:13]([C:29](O)=[O:30])=[N:14][C:15]2[C:20]([CH:21]=1)=[CH:19][CH:18]=[C:17]([N:22]1[CH2:27][CH2:26][CH2:25][CH2:24][C:23]1=[O:28])[CH:16]=2)=[O:10])[C:2]1[CH:7]=[CH:6][CH:5]=[CH:4][CH:3]=1.[NH2:32][C:33]1[CH:34]=[N:35][CH:36]=[CH:37][C:38]=1[N:39]1[CH2:44][C@H:43]([CH3:45])[CH2:42][C@H:41]([NH:46][C:47](=[O:53])[O:48][C:49]([CH3:52])([CH3:51])[CH3:50])[CH2:40]1.CN(C(ON1N=NC2C=CC=NC1=2)=[N+](C)C)C.F[P-](F)(F)(F)(F)F.CCN(C(C)C)C(C)C. Product: [C:49]([O:48][C:47]([NH:46][C@H:41]1[CH2:42][C@@H:43]([CH3:45])[CH2:44][N:39]([C:38]2[CH:37]=[CH:36][N:35]=[CH:34][C:33]=2[NH:32][C:29]([C:13]2[C:12]([NH:11][C:9](=[O:10])[O:8][CH2:1][C:2]3[CH:7]=[CH:6][CH:5]=[CH:4][CH:3]=3)=[CH:21][C:20]3[C:15](=[CH:16][C:17]([N:22]4[CH2:27][CH2:26][CH2:25][CH2:24][C:23]4=[O:28])=[CH:18][CH:19]=3)[N:14]=2)=[O:30])[CH2:40]1)=[O:53])([CH3:50])([CH3:51])[CH3:52]. The catalyst class is: 3. (2) Reactant: [CH2:1]([O:8][C:9]1[CH:24]=[CH:23][C:12]([O:13][C:14]2[C:15]([C:21]#[N:22])=[N:16][C:17](Cl)=[CH:18][N:19]=2)=[CH:11][CH:10]=1)[C:2]1[CH:7]=[CH:6][CH:5]=[CH:4][CH:3]=1.[F-:25].[K+].C(OCC)(=O)C.O. Product: [CH2:1]([O:8][C:9]1[CH:24]=[CH:23][C:12]([O:13][C:14]2[C:15]([C:21]#[N:22])=[N:16][C:17]([F:25])=[CH:18][N:19]=2)=[CH:11][CH:10]=1)[C:2]1[CH:7]=[CH:6][CH:5]=[CH:4][CH:3]=1. The catalyst class is: 16. (3) Reactant: [N:1]([O-])=O.[Na+].[NH2:5][C:6]1[C:7]([C:21]#[N:22])=[N:8][C:9]([NH:12][C:13]2[CH:18]=[C:17]([F:19])[CH:16]=[C:15]([F:20])[CH:14]=2)=[CH:10][CH:11]=1.O.O.Cl[Sn]Cl. Product: [F:19][C:17]1[CH:18]=[C:13]([NH:12][C:9]2[N:8]=[C:7]3[C:21]([NH2:1])=[N:22][NH:5][C:6]3=[CH:11][CH:10]=2)[CH:14]=[C:15]([F:20])[CH:16]=1. The catalyst class is: 223. (4) Reactant: [Br:1][C:2]1[CH:7]=[CH:6][C:5]([C:8]2(C(O)=O)[CH2:10][CH2:9]2)=[CH:4][C:3]=1[F:14].CC[N:17]([CH:21](C)C)C(C)C.[C:24]([OH:28])([CH3:27])([CH3:26])[CH3:25].C1(P(N=[N+]=[N-])(C2C=CC=CC=2)=[O:36])C=CC=CC=1. Product: [C:24]([O:28][C:21](=[O:36])[NH:17][C:8]1([C:5]2[CH:6]=[CH:7][C:2]([Br:1])=[C:3]([F:14])[CH:4]=2)[CH2:9][CH2:10]1)([CH3:27])([CH3:26])[CH3:25]. The catalyst class is: 11. (5) Reactant: [NH2:1][C:2]1[C:11]2[N:10]=[CH:9][CH:8]=[CH:7][C:6]=2[C:5]([C:12]#[N:13])=[CH:4][CH:3]=1.[Cl:14][C:15]1[CH:20]=[CH:19][C:18]([S:21](Cl)(=[O:23])=[O:22])=[C:17]([N+:25]([O-:27])=[O:26])[CH:16]=1.[H-].[Na+]. Product: [Cl:14][C:15]1[CH:20]=[CH:19][C:18]([S:21]([NH:1][C:2]2[CH:3]=[CH:4][C:5]([C:12]#[N:13])=[C:6]3[C:11]=2[N:10]=[CH:9][CH:8]=[CH:7]3)(=[O:23])=[O:22])=[C:17]([N+:25]([O-:27])=[O:26])[CH:16]=1. The catalyst class is: 1. (6) Reactant: [NH3:1].[Cl:2][C:3]1[CH:12]=[CH:11][C:10]([C:13]2[CH:18]=[CH:17][CH:16]=[C:15]([N:19]([CH3:21])[CH3:20])[N:14]=2)=[CH:9][C:4]=1[C:5](OC)=[O:6]. Product: [Cl:2][C:3]1[CH:12]=[CH:11][C:10]([C:13]2[CH:18]=[CH:17][CH:16]=[C:15]([N:19]([CH3:21])[CH3:20])[N:14]=2)=[CH:9][C:4]=1[C:5]([NH2:1])=[O:6]. The catalyst class is: 5.